Dataset: Full USPTO retrosynthesis dataset with 1.9M reactions from patents (1976-2016). Task: Predict the reactants needed to synthesize the given product. (1) Given the product [N+:19]([C:22]1[CH:23]=[CH:24][C:25]([C:26]([O:18][C@H:16]2[CH2:15][C@H:14]([CH:4]([CH:1]([CH3:2])[CH3:3])[C:5]([CH:11]([CH3:12])[CH3:13])([CH:8]([CH3:9])[CH3:10])[O:6][SiH3:7])[CH2:17]2)=[O:27])=[CH:29][CH:30]=1)([O-:21])=[O:20], predict the reactants needed to synthesize it. The reactants are: [CH:1]([CH:4]([C@@H:14]1[CH2:17][C@H:16]([OH:18])[CH2:15]1)[C:5]([CH:11]([CH3:13])[CH3:12])([CH:8]([CH3:10])[CH3:9])[O:6][SiH3:7])([CH3:3])[CH3:2].[N+:19]([C:22]1[CH:30]=[CH:29][C:25]([C:26](O)=[O:27])=[CH:24][CH:23]=1)([O-:21])=[O:20].C1C=CC(P(C2C=CC=CC=2)C2C=CC=CC=2)=CC=1.CC(OC(/N=N/C(OC(C)C)=O)=O)C. (2) Given the product [Cl:22][C:19]1[CH:20]=[C:21]2[C:16](=[CH:17][CH:18]=1)[N:15]=[CH:14][CH:13]=[C:12]2[CH2:11][N:10]1[C:40]([C:38]2[N:37]([CH3:42])[CH:36]=[C:35]([S:32]([NH2:31])(=[O:34])=[O:33])[CH:39]=2)=[C:6]2[C:5]([N:4]([CH2:23][CH2:24][CH3:25])[C:3](=[O:26])[N:2]([CH3:1])[C:7]2=[O:8])=[N:9]1, predict the reactants needed to synthesize it. The reactants are: [CH3:1][N:2]1[C:7](=[O:8])[CH:6]=[C:5]([NH:9][N:10]=[CH:11][C:12]2[C:21]3[C:16](=[CH:17][CH:18]=[C:19]([Cl:22])[CH:20]=3)[N:15]=[CH:14][CH:13]=2)[N:4]([CH2:23][CH2:24][CH3:25])[C:3]1=[O:26].C([NH:31][S:32]([C:35]1[CH:39]=[C:38]([CH:40]=O)[N:37]([CH3:42])[CH:36]=1)(=[O:34])=[O:33])(C)(C)C.C(O)(C(F)(F)F)=O.